This data is from Catalyst prediction with 721,799 reactions and 888 catalyst types from USPTO. The task is: Predict which catalyst facilitates the given reaction. (1) Product: [CH:15]1([C:18]2[CH:19]=[CH:20][C:21]3[N:22]([N:24]=[C:25]([C:39]4[CH:40]=[CH:41][CH:42]=[CH:43][CH:44]=4)[C:26]=3[CH2:27][C:28]3[N:33]=[C:32]([C:34]([O:36][CH3:37])=[O:35])[CH:31]=[CH:30][CH:29]=3)[CH:23]=2)[CH2:16][CH2:17]1. Reactant: C([SiH](CC)CC)C.FC(F)(F)C(O)=O.[CH:15]1([C:18]2[CH:19]=[CH:20][C:21]3[N:22]([N:24]=[C:25]([C:39]4[CH:44]=[CH:43][CH:42]=[CH:41][CH:40]=4)[C:26]=3[CH:27](O)[C:28]3[N:33]=[C:32]([C:34]([O:36][CH3:37])=[O:35])[CH:31]=[CH:30][CH:29]=3)[CH:23]=2)[CH2:17][CH2:16]1.C(=O)(O)[O-].[Na+]. The catalyst class is: 4. (2) Reactant: [C:1]([CH2:4][C:5]([O:7][CH2:8][C@H:9]1[C@H:14]([C:15]2[CH:20]=[CH:19][C:18]([F:21])=[CH:17][CH:16]=2)[CH2:13][CH2:12][N:11]([C:22]([O:24][C:25]2[CH:30]=[CH:29][CH:28]=[CH:27][CH:26]=2)=[O:23])[CH2:10]1)=[O:6])([OH:3])=[O:2].CO.[CH3:33][Si](C=[N+]=[N-])(C)C. Product: [F:21][C:18]1[CH:17]=[CH:16][C:15]([C@@H:14]2[CH2:13][CH2:12][N:11]([C:22]([O:24][C:25]3[CH:30]=[CH:29][CH:28]=[CH:27][CH:26]=3)=[O:23])[CH2:10][C@H:9]2[CH2:8][O:7][C:5](=[O:6])[CH2:4][C:1]([O:3][CH3:33])=[O:2])=[CH:20][CH:19]=1. The catalyst class is: 134.